From a dataset of Forward reaction prediction with 1.9M reactions from USPTO patents (1976-2016). Predict the product of the given reaction. Given the reactants [CH3:1]C(C)([O-])C.[K+].[Br:7][C:8]1[C:9]2[C:10]([C:29](=O)[C:30]3[CH:35]=[CH:34][C:33]([Cl:36])=[CH:32][CH:31]=3)=[C:11]3[CH:20]([CH2:21][C:22]([O:24][C:25]([CH3:28])([CH3:27])[CH3:26])=[O:23])[CH2:19][CH2:18][N:12]3[C:13]=2[CH:14]=[C:15]([F:17])[CH:16]=1.[NH4+].[Cl-], predict the reaction product. The product is: [Br:7][C:8]1[C:9]2[C:10]([C:29]([C:30]3[CH:35]=[CH:34][C:33]([Cl:36])=[CH:32][CH:31]=3)=[CH2:1])=[C:11]3[CH:20]([CH2:21][C:22]([O:24][C:25]([CH3:26])([CH3:27])[CH3:28])=[O:23])[CH2:19][CH2:18][N:12]3[C:13]=2[CH:14]=[C:15]([F:17])[CH:16]=1.